Dataset: CYP2C19 inhibition data for predicting drug metabolism from PubChem BioAssay. Task: Regression/Classification. Given a drug SMILES string, predict its absorption, distribution, metabolism, or excretion properties. Task type varies by dataset: regression for continuous measurements (e.g., permeability, clearance, half-life) or binary classification for categorical outcomes (e.g., BBB penetration, CYP inhibition). Dataset: cyp2c19_veith. The drug is O=C(N/N=C\c1ccc(Sc2ccccn2)o1)c1cccc(Br)c1. The result is 1 (inhibitor).